This data is from Forward reaction prediction with 1.9M reactions from USPTO patents (1976-2016). The task is: Predict the product of the given reaction. (1) Given the reactants [CH3:1][C:2]1[C:8]([CH3:9])=[C:7](O)[C:6]([CH3:11])=[CH:5][C:3]=1[OH:4].[C:12](=[O:15])([O-])[O-].[Cs+].[Cs+].[CH2:18](Br)[C:19]1[CH:24]=[CH:23][CH:22]=[CH:21][CH:20]=1, predict the reaction product. The product is: [CH2:18]([O:4][C:3]1[CH:5]=[C:6]([CH3:11])[C:7]([O:15][CH2:12][C:2]2[CH:8]=[CH:7][CH:6]=[CH:5][CH:3]=2)=[C:8]([CH3:9])[C:2]=1[CH3:1])[C:19]1[CH:24]=[CH:23][CH:22]=[CH:21][CH:20]=1. (2) The product is: [CH3:3][O:4][C@@H:5]([CH2:9][C:10]1[C:15]2[S:16][CH:17]=[CH:18][C:14]=2[C:13]([O:19][CH2:20][CH2:21][C:22]2[N:23]=[C:24]([C:28]3[CH:33]=[CH:32][CH:31]=[CH:30][CH:29]=3)[O:25][C:26]=2[CH3:27])=[CH:12][CH:11]=1)[C:6]([OH:8])=[O:7]. Given the reactants O=O.[CH3:3][O:4]/[C:5](=[CH:9]\[C:10]1[C:15]2[S:16][CH:17]=[CH:18][C:14]=2[C:13]([O:19][CH2:20][CH2:21][C:22]2[N:23]=[C:24]([C:28]3[CH:33]=[CH:32][CH:31]=[CH:30][CH:29]=3)[O:25][C:26]=2[CH3:27])=[CH:12][CH:11]=1)/[C:6]([OH:8])=[O:7].C1([C@@H](N)C)C=CC=CC=1.[H][H].Cl, predict the reaction product. (3) Given the reactants [Cl:1][C:2]1[C:6]([S:7](Cl)(=[O:9])=[O:8])=[CH:5][N:4]([CH3:11])[C:3]=1[C:12]([O:14][CH3:15])=[O:13].[F:16][C:17]([F:23])([F:22])[C@@H:18]([NH2:21])[CH2:19][CH3:20].C([O-])(O)=O.[Na+], predict the reaction product. The product is: [Cl:1][C:2]1[C:6]([S:7](=[O:9])(=[O:8])[NH:21][C@H:18]([C:17]([F:23])([F:22])[F:16])[CH2:19][CH3:20])=[CH:5][N:4]([CH3:11])[C:3]=1[C:12]([O:14][CH3:15])=[O:13].